Dataset: Forward reaction prediction with 1.9M reactions from USPTO patents (1976-2016). Task: Predict the product of the given reaction. (1) Given the reactants CO[CH2:3][O:4][CH2:5][CH2:6][C:7]1[S:8][CH:9]=[CH:10][CH:11]=1.[Br-].[Mg+2].[Br-], predict the reaction product. The product is: [S:8]1[C:7]2[CH2:6][CH2:5][O:4][CH2:3][C:11]=2[CH:10]=[CH:9]1. (2) Given the reactants [CH3:1][C:2]1[S:3][CH:4]=[CH:5][C:6]=1[CH:7]1[CH2:12][CH2:11][N:10]([C:13]([O:15][C:16]([CH3:19])([CH3:18])[CH3:17])=[O:14])[CH2:9][CH2:8]1.C1C(=O)N([Br:27])C(=O)C1, predict the reaction product. The product is: [Br:27][C:4]1[S:3][C:2]([CH3:1])=[C:6]([CH:7]2[CH2:8][CH2:9][N:10]([C:13]([O:15][C:16]([CH3:19])([CH3:18])[CH3:17])=[O:14])[CH2:11][CH2:12]2)[CH:5]=1. (3) The product is: [NH2:1][C:4]1[CH:5]=[C:6]2[C:11](=[CH:12][CH:13]=1)[C:10]([N:14]([C:21]([C:23]([CH3:26])([CH3:25])[CH3:24])=[O:22])[C:15]([C:17]([CH3:19])([CH3:20])[CH3:18])=[O:16])=[N:9][CH:8]=[CH:7]2. Given the reactants [N+:1]([C:4]1[CH:5]=[C:6]2[C:11](=[CH:12][CH:13]=1)[C:10]([N:14]([C:21]([C:23]([CH3:26])([CH3:25])[CH3:24])=[O:22])[C:15]([C:17]([CH3:20])([CH3:19])[CH3:18])=[O:16])=[N:9][CH:8]=[CH:7]2)([O-])=O.[H][H], predict the reaction product.